Dataset: Peptide-MHC class I binding affinity with 185,985 pairs from IEDB/IMGT. Task: Regression. Given a peptide amino acid sequence and an MHC pseudo amino acid sequence, predict their binding affinity value. This is MHC class I binding data. The peptide sequence is LTNTGLYNL. The MHC is Mamu-A01 with pseudo-sequence Mamu-A01. The binding affinity (normalized) is 0.498.